This data is from Forward reaction prediction with 1.9M reactions from USPTO patents (1976-2016). The task is: Predict the product of the given reaction. Given the reactants [NH2:1][C:2]1[CH:7]=[CH:6][C:5]([Cl:8])=[CH:4][N:3]=1.[Cl:9][CH2:10][C:11](Cl)=[O:12], predict the reaction product. The product is: [Cl:9][CH2:10][C:11]([NH:1][C:2]1[CH:7]=[CH:6][C:5]([Cl:8])=[CH:4][N:3]=1)=[O:12].